From a dataset of M1 muscarinic receptor antagonist screen with 61,756 compounds. Binary Classification. Given a drug SMILES string, predict its activity (active/inactive) in a high-throughput screening assay against a specified biological target. (1) The compound is S(=O)(=O)(N1CCC(CC1)C(=O)NCCCN(Cc1ccccc1)CC)c1c2nonc2ccc1. The result is 1 (active). (2) The molecule is S=c1n(\c([nH][nH]1)=C1\c2c(N=C1)cccc2)CC. The result is 0 (inactive). (3) The drug is O=c1nc([nH]c2CCCc12)Nc1nc2c(c(n1)C)cc(OCC)cc2. The result is 0 (inactive). (4) The drug is Clc1c(ccc(NC(=O)CSc2oc(nn2)COc2cc(ccc2)C)c1)C. The result is 0 (inactive). (5) The molecule is O=C(Nc1c(OC)cccc1OC)C1CCCN(C1)c1n2ncnc2nc(c1)CCC. The result is 0 (inactive). (6) The compound is o1c2nc(n(Cc3occc3)c(=O)c2c(=O)c2c1cc(OC)cc2)c1ccc(OC)cc1. The result is 0 (inactive). (7) The compound is O=C(NCCN1CCN(CC1)Cc1ccccc1)c1n(c2c(c1)c(=O)n(c1c2cccc1)C)C. The result is 1 (active).